This data is from Full USPTO retrosynthesis dataset with 1.9M reactions from patents (1976-2016). The task is: Predict the reactants needed to synthesize the given product. (1) Given the product [CH3:1][O:2][C:3]1[CH:4]=[C:5]([CH2:10][C@@H:11]2[C@@H:16]([CH2:17][C:18]3[CH:19]=[CH:20][C:21]([OH:26])=[C:22]([O:24][CH3:25])[CH:23]=3)[C:14](=[O:15])[O:13][CH2:12]2)[CH:6]=[CH:7][C:8]=1[OH:9].[C:27]([O-:46])(=[O:45])[CH2:28][CH2:29][CH2:30][CH2:31][CH2:32][CH2:33][CH2:34][CH2:35][CH2:36][CH2:37][CH2:38][CH2:39][CH2:40][CH2:41][CH2:42][CH2:43][CH3:44], predict the reactants needed to synthesize it. The reactants are: [CH3:1][O:2][C:3]1[CH:4]=[C:5]([CH2:10][C@@H:11]2[C@@H:16]([CH2:17][C:18]3[CH:19]=[CH:20][C:21]([OH:26])=[C:22]([O:24][CH3:25])[CH:23]=3)[C:14](=[O:15])[O:13][CH2:12]2)[CH:6]=[CH:7][C:8]=1[OH:9].[C:27]([O:46]C(=O)CCCCCCCCCCCCCCCCC)(=[O:45])[CH2:28][CH2:29][CH2:30][CH2:31][CH2:32][CH2:33][CH2:34][CH2:35][CH2:36][CH2:37][CH2:38][CH2:39][CH2:40][CH2:41][CH2:42][CH2:43][CH3:44]. (2) Given the product [C:51]([O:34][C:16]1([CH3:33])[CH:15]([N:13]2[CH:12]=[C:11]3[C:2]([NH2:1])=[CH:3][C:4]4[C:5](=[O:35])[NH:6][N:7]=[CH:8][C:9]([C:10]=43)=[N:14]2)[O:19][CH:18]([CH2:20][O:21][C:50](=[O:59])[CH3:45])[CH:17]1[O:22][C:23](=[O:32])[CH2:24][CH2:25][N:26]1[CH2:27][CH2:28][O:29][CH2:30][CH2:31]1)(=[O:53])[CH3:52], predict the reactants needed to synthesize it. The reactants are: [NH2:1][C:2]1[C:11]2=[CH:12][N:13]([CH:15]3[O:19][CH:18]([CH2:20][OH:21])[CH:17]([O:22][C:23](=[O:32])[CH2:24][CH2:25][N:26]4[CH2:31][CH2:30][O:29][CH2:28][CH2:27]4)[C:16]3([OH:34])[CH3:33])[N:14]=[C:9]3[C:10]2=[C:4]([C:5](=[O:35])[NH:6][N:7]=[CH:8]3)[CH:3]=1.C1CCC(N=C=N[CH:45]2[CH2:50]CCCC2)CC1.[C:51](O)(=[O:53])[CH3:52].CN(C=[O:59])C.